Task: Regression. Given two drug SMILES strings and cell line genomic features, predict the synergy score measuring deviation from expected non-interaction effect.. Dataset: NCI-60 drug combinations with 297,098 pairs across 59 cell lines (1) Drug 1: CC1OCC2C(O1)C(C(C(O2)OC3C4COC(=O)C4C(C5=CC6=C(C=C35)OCO6)C7=CC(=C(C(=C7)OC)O)OC)O)O. Drug 2: CC1C(C(=O)NC(C(=O)N2CCCC2C(=O)N(CC(=O)N(C(C(=O)O1)C(C)C)C)C)C(C)C)NC(=O)C3=C4C(=C(C=C3)C)OC5=C(C(=O)C(=C(C5=N4)C(=O)NC6C(OC(=O)C(N(C(=O)CN(C(=O)C7CCCN7C(=O)C(NC6=O)C(C)C)C)C)C(C)C)C)N)C. Cell line: NCI/ADR-RES. Synergy scores: CSS=-5.67, Synergy_ZIP=0.354, Synergy_Bliss=-6.32, Synergy_Loewe=-6.76, Synergy_HSA=-7.05. (2) Drug 1: CC1=C(C=C(C=C1)NC2=NC=CC(=N2)N(C)C3=CC4=NN(C(=C4C=C3)C)C)S(=O)(=O)N.Cl. Drug 2: C1CNP(=O)(OC1)N(CCCl)CCCl. Cell line: CCRF-CEM. Synergy scores: CSS=-1.22, Synergy_ZIP=1.62, Synergy_Bliss=-0.171, Synergy_Loewe=-5.22, Synergy_HSA=-3.03. (3) Drug 1: CN(C)N=NC1=C(NC=N1)C(=O)N. Drug 2: COC1=NC(=NC2=C1N=CN2C3C(C(C(O3)CO)O)O)N. Cell line: HS 578T. Synergy scores: CSS=-5.72, Synergy_ZIP=4.24, Synergy_Bliss=1.63, Synergy_Loewe=-5.50, Synergy_HSA=-4.03.